Dataset: Reaction yield outcomes from USPTO patents with 853,638 reactions. Task: Predict the reaction yield, written as a fraction of the theoretical maximum amount of product (1.0 means a 100% yield; for example, 0.34 means a 34% yield). (1) The reactants are S(Cl)(Cl)=O.C(O)(=O)CCCCCCCCCCCCC.C(Cl)(=O)CCCCCCCCCCCCC.[C:37]([N:52]=[C:53]=[S:54])(=[O:51])[CH2:38][CH2:39][CH2:40][CH2:41][CH2:42][CH2:43][CH2:44][CH2:45][CH2:46][CH2:47][CH2:48][CH2:49][CH3:50].[CH3:55][O:56][C:57]1[CH:58]=[C:59]2[C:64](=[CH:65][C:66]=1[O:67][CH3:68])[N:63]=[CH:62][CH:61]=[C:60]2[O:69][C:70]1[CH:76]=[CH:75][C:73]([NH2:74])=[CH:72][CH:71]=1. The catalyst is C(O)C.C1(C)C=CC=CC=1. The product is [CH3:55][O:56][C:57]1[CH:58]=[C:59]2[C:64](=[CH:65][C:66]=1[O:67][CH3:68])[N:63]=[CH:62][CH:61]=[C:60]2[O:69][C:70]1[CH:71]=[CH:72][C:73]([NH:74][C:53]([NH:52][C:37](=[O:51])[CH2:38][CH2:39][CH2:40][CH2:41][CH2:42][CH2:43][CH2:44][CH2:45][CH2:46][CH2:47][CH2:48][CH2:49][CH3:50])=[S:54])=[CH:75][CH:76]=1. The yield is 0.600. (2) The reactants are [CH3:1][O:2][C:3]1[CH:9]=[CH:8][C:7]([C:10]([O:12][CH3:13])=[O:11])=[CH:6][C:4]=1[NH2:5].[BH4-].[Na+].[OH-].[Na+].[C:18](O)(=O)[CH2:19][CH3:20]. No catalyst specified. The product is [CH2:18]([NH:5][C:4]1[CH:6]=[C:7]([C:10]([O:12][CH3:13])=[O:11])[CH:8]=[CH:9][C:3]=1[O:2][CH3:1])[CH2:19][CH3:20]. The yield is 1.00.